Dataset: Full USPTO retrosynthesis dataset with 1.9M reactions from patents (1976-2016). Task: Predict the reactants needed to synthesize the given product. (1) Given the product [CH2:1]([O:3][C:4](=[O:19])[CH:5]([O:16][CH2:17][CH3:18])[CH2:6][C:7]1[CH:15]=[CH:14][CH:13]=[C:12]2[C:8]=1[CH:9]=[CH:10][NH:11]2)[CH3:2], predict the reactants needed to synthesize it. The reactants are: [CH2:1]([O:3][C:4](=[O:19])/[C:5](/[O:16][CH2:17][CH3:18])=[CH:6]/[C:7]1[CH:15]=[CH:14][CH:13]=[C:12]2[C:8]=1[CH:9]=[CH:10][NH:11]2)[CH3:2].[H][H]. (2) Given the product [Cl:1][C:2]1[CH:3]=[C:4]([NH:17][C:18]2[C:27]3[C:22](=[CH:23][C:24]([O:31][CH3:32])=[C:25]([NH2:28])[CH:26]=3)[N:21]=[CH:20][N:19]=2)[CH:5]=[CH:6][C:7]=1[O:8][CH2:9][C:10]1[CH:15]=[CH:14][CH:13]=[C:12]([F:16])[CH:11]=1, predict the reactants needed to synthesize it. The reactants are: [Cl:1][C:2]1[CH:3]=[C:4]([NH:17][C:18]2[C:27]3[C:22](=[CH:23][C:24]([O:31][CH3:32])=[C:25]([N+:28]([O-])=O)[CH:26]=3)[N:21]=[CH:20][N:19]=2)[CH:5]=[CH:6][C:7]=1[O:8][CH2:9][C:10]1[CH:15]=[CH:14][CH:13]=[C:12]([F:16])[CH:11]=1.